Dataset: Catalyst prediction with 721,799 reactions and 888 catalyst types from USPTO. Task: Predict which catalyst facilitates the given reaction. (1) Reactant: [CH2:1]1[C:9]2[C:4](=[CH:5][CH:6]=[CH:7][CH:8]=2)[CH2:3][CH:2]1[NH:10][C:11]1[N:12]=[CH:13][C:14]2[CH2:20][N:19]([C:21]([C:23]3[CH:24]=[N:25][CH:26]=[C:27]([C:29]#[C:30][Si](C)(C)C)[CH:28]=3)=[O:22])[CH2:18][CH2:17][C:15]=2[N:16]=1.C(=O)([O-])[O-].[K+].[K+]. Product: [C:29]([C:27]1[CH:28]=[C:23]([C:21]([N:19]2[CH2:18][CH2:17][C:15]3[N:16]=[C:11]([NH:10][CH:2]4[CH2:1][C:9]5[C:4](=[CH:5][CH:6]=[CH:7][CH:8]=5)[CH2:3]4)[N:12]=[CH:13][C:14]=3[CH2:20]2)=[O:22])[CH:24]=[N:25][CH:26]=1)#[CH:30]. The catalyst class is: 138. (2) Reactant: [F:1][C:2]([F:28])([C:18]1[CH:23]=[CH:22][C:21]([C:24]([F:27])([F:26])[F:25])=[CH:20][N:19]=1)[CH2:3][N:4]1[CH2:9][CH2:8][CH:7]([NH:10]C(=O)OC(C)(C)C)[CH2:6][CH2:5]1.C(O)(C(F)(F)F)=O. Product: [F:28][C:2]([F:1])([C:18]1[CH:23]=[CH:22][C:21]([C:24]([F:25])([F:26])[F:27])=[CH:20][N:19]=1)[CH2:3][N:4]1[CH2:5][CH2:6][CH:7]([NH2:10])[CH2:8][CH2:9]1. The catalyst class is: 2. (3) Reactant: Cl[C:2]1[C:7]([N+:8]([O-:10])=[O:9])=[CH:6][CH:5]=[C:4](Cl)[N:3]=1.[CH3:12][C:13]1[CH:14]=[CH:15][C:16]([NH2:19])=[CH:17][CH:18]=1.CC[N:22]([CH:26]([CH3:28])[CH3:27])C(C)C. Product: [C:13]1([CH3:12])[CH:18]=[CH:17][C:16]([NH:19][C:2]2[C:7]([N+:8]([O-:10])=[O:9])=[CH:6][CH:5]=[C:4]([NH:22][C:26]3[CH:27]=[CH:18][C:13]([CH3:14])=[CH:12][CH:28]=3)[N:3]=2)=[CH:15][CH:14]=1. The catalyst class is: 12. (4) Reactant: [NH:1]1[C:9]2[C:4](=[CH:5][CH:6]=[CH:7][CH:8]=2)[C:3]([CH2:10][CH2:11][C:12](O)=[O:13])=[CH:2]1. Product: [NH:1]1[C:9]2[C:4](=[CH:5][CH:6]=[CH:7][CH:8]=2)[C:3]([CH2:10][CH2:11][CH2:12][OH:13])=[CH:2]1. The catalyst class is: 1. (5) Product: [CH2:1]([CH:4]1[NH:9][C:8](=[O:10])[CH2:7][CH2:6][CH2:5]1)[CH2:2][CH3:3]. The catalyst class is: 43. Reactant: [CH2:1]([CH:4]1[NH:9][C:8](=[O:10])[CH2:7][CH2:6][CH2:5]1)[CH:2]=[CH2:3].